Dataset: NCI-60 drug combinations with 297,098 pairs across 59 cell lines. Task: Regression. Given two drug SMILES strings and cell line genomic features, predict the synergy score measuring deviation from expected non-interaction effect. Drug 1: CN(CC1=CN=C2C(=N1)C(=NC(=N2)N)N)C3=CC=C(C=C3)C(=O)NC(CCC(=O)O)C(=O)O. Drug 2: CC1=C(C(=O)C2=C(C1=O)N3CC4C(C3(C2COC(=O)N)OC)N4)N. Cell line: MDA-MB-231. Synergy scores: CSS=14.7, Synergy_ZIP=-5.81, Synergy_Bliss=-2.81, Synergy_Loewe=0.611, Synergy_HSA=0.956.